From a dataset of Full USPTO retrosynthesis dataset with 1.9M reactions from patents (1976-2016). Predict the reactants needed to synthesize the given product. The reactants are: [NH2:1][CH2:2][C:3]([NH:5][C:6]1[CH:7]=[CH:8][C:9]2[O:13][C:12]([C:14]([NH:16][C:17]3[CH:18]=[C:19]4[C:23](=[CH:24][CH:25]=3)[NH:22][C:21]([C:26]([OH:28])=O)=[CH:20]4)=[O:15])=[CH:11][C:10]=2[CH:29]=1)=[O:4].[CH2:30]([NH2:33])[CH2:31][NH2:32]. Given the product [NH2:32][CH2:31][CH2:30][NH:33][C:26]([C:21]1[NH:22][C:23]2[C:19]([CH:20]=1)=[CH:18][C:17]([NH:16][C:14]([C:12]1[O:13][C:9]3[CH:8]=[CH:7][C:6]([NH:5][C:3](=[O:4])[CH2:2][NH2:1])=[CH:29][C:10]=3[CH:11]=1)=[O:15])=[CH:25][CH:24]=2)=[O:28], predict the reactants needed to synthesize it.